Predict the reactants needed to synthesize the given product. From a dataset of Full USPTO retrosynthesis dataset with 1.9M reactions from patents (1976-2016). (1) Given the product [F:1][C:2]1[CH:10]=[CH:9][C:5]([C:6]([OH:8])=[O:7])=[CH:4][C:3]=1[S:11][CH:19]1[CH2:24][CH2:23][CH:22]([CH2:25][C:26]([O:28][CH3:29])=[O:27])[CH2:21][CH2:20]1, predict the reactants needed to synthesize it. The reactants are: [F:1][C:2]1[CH:10]=[CH:9][C:5]([C:6]([OH:8])=[O:7])=[CH:4][C:3]=1[SH:11].C([O-])([O-])=O.[Cs+].[Cs+].O[CH:19]1[CH2:24][CH2:23][CH:22]([CH2:25][C:26]([O:28][CH3:29])=[O:27])[CH2:21][CH2:20]1. (2) Given the product [Cl:27][C:15]1[C:16]([NH:18][CH3:19])=[CH:17][C:12]2[O:11][CH:10]([C:28]([N:30]3[CH2:31][CH2:32][C:33]([CH2:36][C:37]4[CH:38]=[CH:39][C:40]([F:43])=[CH:41][CH:42]=4)([C:44]#[N:45])[CH2:34][CH2:35]3)=[O:29])[CH2:9][NH:8][C:13]=2[CH:14]=1, predict the reactants needed to synthesize it. The reactants are: C(OC([N:8]1[C:13]2[CH:14]=[C:15]([Cl:27])[C:16]([N:18](C(OC(C)(C)C)=O)[CH3:19])=[CH:17][C:12]=2[O:11][CH:10]([C:28]([N:30]2[CH2:35][CH2:34][C:33]([C:44]#[N:45])([CH2:36][C:37]3[CH:42]=[CH:41][C:40]([F:43])=[CH:39][CH:38]=3)[CH2:32][CH2:31]2)=[O:29])[CH2:9]1)=O)(C)(C)C.FC(F)(F)C(O)=O.